Dataset: Full USPTO retrosynthesis dataset with 1.9M reactions from patents (1976-2016). Task: Predict the reactants needed to synthesize the given product. (1) Given the product [Br:18][C:19]1[C:24]([CH:25]=[CH:26][C:27]([NH:2][CH2:3][C:4]2[CH:9]=[C:8]([F:10])[C:7]([NH:11][S:12]([CH3:15])(=[O:14])=[O:13])=[C:6]([C:16]#[CH:17])[CH:5]=2)=[O:28])=[CH:23][CH:22]=[C:21]([C:30]([CH3:33])([CH3:32])[CH3:31])[N:20]=1, predict the reactants needed to synthesize it. The reactants are: Cl.[NH2:2][CH2:3][C:4]1[CH:9]=[C:8]([F:10])[C:7]([NH:11][S:12]([CH3:15])(=[O:14])=[O:13])=[C:6]([C:16]#[CH:17])[CH:5]=1.[Br:18][C:19]1[C:24]([CH:25]=[CH:26][C:27](O)=[O:28])=[CH:23][CH:22]=[C:21]([C:30]([CH3:33])([CH3:32])[CH3:31])[N:20]=1.C[N+]1(C2N=C(OC)N=C(OC)N=2)CCOCC1.[Cl-].CN1C(=O)CCC1. (2) Given the product [NH2:12][C:4]1[C:3]([NH2:15])=[CH:2][CH:10]=[C:9]2[C:5]=1[CH2:6][CH2:7][C:8]2=[O:11], predict the reactants needed to synthesize it. The reactants are: Br[C:2]1[CH:10]=[C:9]2[C:5]([CH2:6][CH2:7][C:8]2=[O:11])=[C:4]([N+:12]([O-])=O)[C:3]=1[NH2:15].CC([O-])=O.[Na+].